From a dataset of Reaction yield outcomes from USPTO patents with 853,638 reactions. Predict the reaction yield, written as a fraction of the theoretical maximum amount of product (1.0 means a 100% yield; for example, 0.34 means a 34% yield). (1) The reactants are C([O-])([O-])=O.[K+].[K+].[SH:7][C:8]1[CH:17]=[CH:16][C:11]([C:12]([O:14][CH3:15])=[O:13])=[CH:10][CH:9]=1.Br[CH2:19][CH:20]([CH3:22])[CH3:21]. The catalyst is CN(C=O)C. The product is [CH2:19]([S:7][C:8]1[CH:9]=[CH:10][C:11]([C:12]([O:14][CH3:15])=[O:13])=[CH:16][CH:17]=1)[CH:20]([CH3:22])[CH3:21]. The yield is 0.820. (2) The reactants are [CH2:1]([N:5]([CH2:19][CH2:20][CH2:21][CH3:22])[C:6]1[CH:11]=[CH:10][C:9]([CH:12]=[CH:13][C:14]2[S:15][CH:16]=[CH:17][CH:18]=2)=[CH:8][CH:7]=1)[CH2:2][CH2:3][CH3:4].C([Li])CCC.CN(C)[CH:30]=[O:31].O. The catalyst is O1CCCC1. The product is [CH2:19]([N:5]([CH2:1][CH2:2][CH2:3][CH3:4])[C:6]1[CH:11]=[CH:10][C:9]([CH:12]=[CH:13][C:14]2[S:15][C:16]([CH:30]=[O:31])=[CH:17][CH:18]=2)=[CH:8][CH:7]=1)[CH2:20][CH2:21][CH3:22]. The yield is 0.955. (3) The reactants are C[O:2][C:3](=O)[C:4]1[CH:9]=[CH:8][CH:7]=[CH:6][C:5]=1[S:10](=[O:28])(=[O:27])[N:11]([CH2:22][C:23]([O:25][CH3:26])=[O:24])[C:12]1[CH:17]=[CH:16][CH:15]=[CH:14][C:13]=1[C:18]([F:21])([F:20])[F:19].CCN(CC)CC.CCOCC.Cl. The catalyst is C(Cl)Cl.Cl[Ti](Cl)(Cl)Cl.O. The product is [CH3:26][O:25][C:23]([C:22]1[N:11]([C:12]2[CH:17]=[CH:16][CH:15]=[CH:14][C:13]=2[C:18]([F:20])([F:21])[F:19])[S:10](=[O:28])(=[O:27])[C:5]2[CH:6]=[CH:7][CH:8]=[CH:9][C:4]=2[C:3]=1[OH:2])=[O:24]. The yield is 0.860. (4) The reactants are [CH3:1][C:2]1[N:6]([CH2:7][C:8]2[C:17]3[C:12](=[CH:13][CH:14]=[CH:15][CH:16]=3)[CH:11]=[CH:10][CH:9]=2)[N:5]=[C:4]([C:18]([OH:20])=O)[CH:3]=1.F[P-](F)(F)(F)(F)F.CN(C(ON1C2=NC=CC=C2N=N1)=[N+](C)C)C.C(N(C(C)C)CC)(C)C.[NH2:54][C:55]1[CH:56]=[C:57]2[C:62](=[CH:63][CH:64]=1)[CH2:61][N:60]([C:65]([O:67][C:68]([CH3:71])([CH3:70])[CH3:69])=[O:66])[CH2:59][CH2:58]2. The catalyst is CN(C=O)C. The product is [CH3:1][C:2]1[N:6]([CH2:7][C:8]2[C:17]3[C:12](=[CH:13][CH:14]=[CH:15][CH:16]=3)[CH:11]=[CH:10][CH:9]=2)[N:5]=[C:4]([C:18]([NH:54][C:55]2[CH:56]=[C:57]3[C:62](=[CH:63][CH:64]=2)[CH2:61][N:60]([C:65]([O:67][C:68]([CH3:71])([CH3:70])[CH3:69])=[O:66])[CH2:59][CH2:58]3)=[O:20])[CH:3]=1. The yield is 1.00. (5) The reactants are Br[CH:2]([C:18]1[CH:23]=[CH:22][CH:21]=[CH:20][CH:19]=1)[C:3]([C:5]1[C:13]2[C:8](=[C:9]([CH2:14][CH2:15][OH:16])[CH:10]=[CH:11][CH:12]=2)[N:7]([CH3:17])[CH:6]=1)=[O:4].[CH3:24][O:25][C:26]1[CH:27]=[C:28]([CH:30]=[C:31]([O:33][CH3:34])[CH:32]=1)[NH2:29]. The catalyst is C(#N)C. The product is [CH3:34][O:33][C:31]1[CH:30]=[C:28]([NH:29][CH:2]([C:18]2[CH:23]=[CH:22][CH:21]=[CH:20][CH:19]=2)[C:3]([C:5]2[C:13]3[C:8](=[C:9]([CH2:14][CH2:15][OH:16])[CH:10]=[CH:11][CH:12]=3)[N:7]([CH3:17])[CH:6]=2)=[O:4])[CH:27]=[C:26]([O:25][CH3:24])[CH:32]=1. The yield is 0.680. (6) The reactants are [CH2:1]([N:3]([CH2:9][CH3:10])[C:4](=[O:8])[CH2:5][NH:6][CH3:7])[CH3:2].[C:11]([NH:14][C:15]1[S:16][C:17]([S:20](Cl)(=[O:22])=[O:21])=[CH:18][N:19]=1)(=[O:13])[CH3:12].CCN(C(C)C)C(C)C. The catalyst is C(Cl)Cl. The product is [C:11]([NH:14][C:15]1[S:16][C:17]([S:20]([N:6]([CH3:7])[CH2:5][C:4]([N:3]([CH2:9][CH3:10])[CH2:1][CH3:2])=[O:8])(=[O:21])=[O:22])=[CH:18][N:19]=1)(=[O:13])[CH3:12]. The yield is 0.590.